Dataset: Acute oral toxicity (LD50) regression data from Zhu et al.. Task: Regression/Classification. Given a drug SMILES string, predict its toxicity properties. Task type varies by dataset: regression for continuous values (e.g., LD50, hERG inhibition percentage) or binary classification for toxic/non-toxic outcomes (e.g., AMES mutagenicity, cardiotoxicity, hepatotoxicity). Dataset: ld50_zhu. The compound is CCc1oc2ccccc2c1C(=O)c1cc(Br)c(O)c(Br)c1. The rat oral LD50 is 3.23, given as -log10 of the dose in mol/kg body weight (higher means more acutely toxic).